From a dataset of Forward reaction prediction with 1.9M reactions from USPTO patents (1976-2016). Predict the product of the given reaction. (1) Given the reactants C[O:2][C:3]1[CH:8]=[CH:7][C:6]([C@@H:9]2[CH2:18][CH2:17][C@@:11]3([NH:15][C:14](=[O:16])[O:13][CH2:12]3)[CH2:10]2)=[CH:5][CH:4]=1.B(Br)(Br)Br, predict the reaction product. The product is: [OH:2][C:3]1[CH:8]=[CH:7][C:6]([C@@H:9]2[CH2:18][CH2:17][C@@:11]3([NH:15][C:14](=[O:16])[O:13][CH2:12]3)[CH2:10]2)=[CH:5][CH:4]=1. (2) Given the reactants [ClH:1].C(OC([NH:9][CH2:10][C@H:11]1[CH2:16][CH2:15][C@H:14]([C:17]([NH:19][C@H:20]([C:40]([NH:42][C:43]2[CH:48]=[CH:47][C:46]([C:49]3[N:53]=[C:52]([C:54]([F:62])([F:61])[C:55]([F:60])([F:59])[C:56]([OH:58])=[O:57])[NH:51][N:50]=3)=[CH:45][CH:44]=2)=[O:41])[CH2:21][C:22]2[CH:27]=[CH:26][CH:25]=[C:24]([C:28]3[CH:29]=[N:30][C:31]([N:34]4[CH2:39][CH2:38][O:37][CH2:36][CH2:35]4)=[N:32][CH:33]=3)[CH:23]=2)=[O:18])[CH2:13][CH2:12]1)=O)(C)(C)C.C(#N)C, predict the reaction product. The product is: [ClH:1].[NH2:9][CH2:10][C@H:11]1[CH2:16][CH2:15][C@H:14]([C:17]([NH:19][C@H:20]([C:40]([NH:42][C:43]2[CH:48]=[CH:47][C:46]([C:49]3[N:53]=[C:52]([C:54]([F:61])([F:62])[C:55]([F:59])([F:60])[C:56]([OH:58])=[O:57])[NH:51][N:50]=3)=[CH:45][CH:44]=2)=[O:41])[CH2:21][C:22]2[CH:27]=[CH:26][CH:25]=[C:24]([C:28]3[CH:33]=[N:32][C:31]([N:34]4[CH2:35][CH2:36][O:37][CH2:38][CH2:39]4)=[N:30][CH:29]=3)[CH:23]=2)=[O:18])[CH2:13][CH2:12]1. (3) Given the reactants [H-].[Na+].[NH2:3][C@H:4]([C:7]1[CH:12]=[CH:11][CH:10]=[C:9]([F:13])[CH:8]=1)[CH2:5][OH:6].Cl[CH2:15][C:16](OCC)=[O:17], predict the reaction product. The product is: [F:13][C:9]1[CH:8]=[C:7]([C@H:4]2[NH:3][C:16](=[O:17])[CH2:15][O:6][CH2:5]2)[CH:12]=[CH:11][CH:10]=1. (4) Given the reactants [C:1]([N:4]1[C:12]2[C:7](=[CH:8][CH:9]=[CH:10][CH:11]=2)[CH2:6][CH:5]1[C:13]#[N:14])(=[O:3])[CH3:2].[OH2:15].C([O-])([O-])=O.[Na+].[Na+].[NH2:22]O.Cl, predict the reaction product. The product is: [C:1]([N:4]1[C:12]2[C:7](=[CH:8][CH:9]=[CH:10][CH:11]=2)[CH2:6][CH:5]1[C:13](=[N:22][OH:15])[NH2:14])(=[O:3])[CH3:2]. (5) Given the reactants Br[C:2]1[C:3]([CH3:8])=[N:4][CH:5]=[N:6][CH:7]=1.[C:9]([O:13][C:14](=[O:37])[NH:15][C:16]([C:18]1[S:19][C:20]([S:35][CH3:36])=[C:21]([S:23]([C:26]2[CH:31]=[CH:30][CH:29]=[C:28](B(O)O)[CH:27]=2)(=[O:25])=[O:24])[CH:22]=1)=[NH:17])([CH3:12])([CH3:11])[CH3:10].C([O-])([O-])=O.[Na+].[Na+].C(N(CC)CC)C.C([O-])(O)=O.[Na+], predict the reaction product. The product is: [C:9]([O:13][C:14](=[O:37])[NH:15][C:16](=[NH:17])[C:18]1[S:19][C:20]([S:35][CH3:36])=[C:21]([S:23]([C:26]2[CH:27]=[CH:28][CH:29]=[C:30]([C:2]3[C:3]([CH3:8])=[N:4][CH:5]=[N:6][CH:7]=3)[CH:31]=2)(=[O:25])=[O:24])[CH:22]=1)([CH3:12])([CH3:10])[CH3:11]. (6) The product is: [Cl:19][C:20]1[CH:25]=[C:24]([Cl:26])[CH:23]=[CH:22][C:21]=1[CH:27]([CH3:30])[CH:28]([C:2]1[CH:3]=[C:4]2[C:8](=[CH:9][CH:10]=1)[N:7]([C:11]1[CH:16]=[CH:15][C:14]([O:17][CH3:18])=[CH:13][CH:12]=1)[N:6]=[CH:5]2)[OH:29]. Given the reactants Br[C:2]1[CH:3]=[C:4]2[C:8](=[CH:9][CH:10]=1)[N:7]([C:11]1[CH:16]=[CH:15][C:14]([O:17][CH3:18])=[CH:13][CH:12]=1)[N:6]=[CH:5]2.[Cl:19][C:20]1[CH:25]=[C:24]([Cl:26])[CH:23]=[CH:22][C:21]=1[CH:27]([CH3:30])[CH:28]=[O:29], predict the reaction product.